Task: Predict the reaction yield, written as a fraction of the theoretical maximum amount of product (1.0 means a 100% yield; for example, 0.34 means a 34% yield).. Dataset: Reaction yield outcomes from USPTO patents with 853,638 reactions The reactants are [CH2:1]([O:8][CH:9]([C:11]1[NH:16][C:15](=[O:17])[C:14]2=[CH:18][N:19]=[CH:20][N:13]2[N:12]=1)[CH3:10])[C:2]1[CH:7]=[CH:6][CH:5]=[CH:4][CH:3]=1.[Li]CCCC.[I:26]I. The catalyst is C1COCC1. The product is [CH2:1]([O:8][CH:9]([C:11]1[NH:16][C:15](=[O:17])[C:14]2=[CH:18][N:19]=[C:20]([I:26])[N:13]2[N:12]=1)[CH3:10])[C:2]1[CH:3]=[CH:4][CH:5]=[CH:6][CH:7]=1. The yield is 0.250.